This data is from CYP2D6 inhibition data for predicting drug metabolism from PubChem BioAssay. The task is: Regression/Classification. Given a drug SMILES string, predict its absorption, distribution, metabolism, or excretion properties. Task type varies by dataset: regression for continuous measurements (e.g., permeability, clearance, half-life) or binary classification for categorical outcomes (e.g., BBB penetration, CYP inhibition). Dataset: cyp2d6_veith. The drug is Nc1c(S(N)(=O)=O)cc(S(N)(=O)=O)cc1S(N)(=O)=O. The result is 0 (non-inhibitor).